This data is from Full USPTO retrosynthesis dataset with 1.9M reactions from patents (1976-2016). The task is: Predict the reactants needed to synthesize the given product. (1) Given the product [C:24]([C:23]1[C:17]2[O:16][C:15]([CH:13]3[CH2:14][N:11]([C:9]([O:8][CH2:1][C:2]4[CH:7]=[CH:6][CH:5]=[CH:4][CH:3]=4)=[O:10])[CH2:12]3)=[N:19][C:18]=2[CH:20]=[CH:21][CH:22]=1)(=[O:26])[NH2:29], predict the reactants needed to synthesize it. The reactants are: [CH2:1]([O:8][C:9]([N:11]1[CH2:14][CH:13]([C:15]2[O:16][C:17]3[C:23]([C:24]([O:26]C)=O)=[CH:22][CH:21]=[CH:20][C:18]=3[N:19]=2)[CH2:12]1)=[O:10])[C:2]1[CH:7]=[CH:6][CH:5]=[CH:4][CH:3]=1.O.[NH3:29]. (2) Given the product [CH3:1][C:2]1[CH:10]=[CH:9][C:5]([C:6]([O:8][C@H:24]2[CH2:25][CH2:26][C@@:27]3([CH3:28])[C:22](=[CH:21][CH2:20][C@@H:19]4[C@@H:29]3[CH2:30][CH2:31][C@@:14]3([CH3:15])[C@H:16]4[CH2:17][CH2:18][C:13]3=[N:11][OH:12])[CH2:23]2)=[O:7])=[CH:4][CH:3]=1, predict the reactants needed to synthesize it. The reactants are: [CH3:1][C:2]1[CH:10]=[CH:9][C:5]([C:6]([OH:8])=[O:7])=[CH:4][CH:3]=1.[N:11](=[C:13]1[CH2:18][CH2:17][C@H:16]2[C@H:19]3[C@H:29]([CH2:30][CH2:31][C@:14]12[CH3:15])[C@:27]1([CH3:28])[C:22]([CH2:23][C@@H:24](O)[CH2:25][CH2:26]1)=[CH:21][CH2:20]3)[OH:12].C1(N=C=NC2CCCCC2)CCCCC1. (3) Given the product [CH:15]1([CH2:14][CH2:13][CH2:12][C@@H:8]([C:9]2[O:11][N:38]=[C:36]([CH3:37])[N:35]=2)[CH2:7][C:6]([O:5][C:1]([CH3:2])([CH3:3])[CH3:4])=[O:21])[CH2:20][CH2:19][CH2:18][CH2:17][CH2:16]1, predict the reactants needed to synthesize it. The reactants are: [C:1]([O:5][C:6](=[O:21])[CH2:7][C@@H:8]([CH2:12][CH2:13][CH2:14][CH:15]1[CH2:20][CH2:19][CH2:18][CH2:17][CH2:16]1)[C:9]([OH:11])=O)([CH3:4])([CH3:3])[CH3:2].C(N1C=CN=C1)(N1C=CN=C1)=O.O[NH:35][C:36](=[NH:38])[CH3:37]. (4) Given the product [CH2:16]([OH:23])[C:17]1[CH:22]=[CH:21][CH:20]=[CH:19][CH:18]=1.[C:16]([OH:9])(=[O:23])[C:17]1[CH:22]=[CH:21][CH:20]=[CH:19][CH:18]=1, predict the reactants needed to synthesize it. The reactants are: C(F)(F)F.C([O:9][K])(C)(C)C.CN(C=O)C.[CH:16](=[O:23])[C:17]1[CH:22]=[CH:21][CH:20]=[CH:19][CH:18]=1.